From a dataset of Catalyst prediction with 721,799 reactions and 888 catalyst types from USPTO. Predict which catalyst facilitates the given reaction. Reactant: C1([C@H]([N:9]2[CH2:14][CH2:13][O:12][C@@H:11]([C:15]3[CH:20]=[CH:19][C:18]([NH:21][C@@H:22]4[CH2:26][CH2:25][O:24][CH2:23]4)=[CH:17][CH:16]=3)[CH2:10]2)C)C=CC=CC=1.C([O-])=O.[NH4+].O1CCCC1.CO. Product: [O:24]1[CH2:25][CH2:26][C@@H:22]([NH:21][C:18]2[CH:17]=[CH:16][C:15]([C@@H:11]3[O:12][CH2:13][CH2:14][NH:9][CH2:10]3)=[CH:20][CH:19]=2)[CH2:23]1. The catalyst class is: 386.